Dataset: hERG potassium channel inhibition data for cardiac toxicity prediction from Karim et al.. Task: Regression/Classification. Given a drug SMILES string, predict its toxicity properties. Task type varies by dataset: regression for continuous values (e.g., LD50, hERG inhibition percentage) or binary classification for toxic/non-toxic outcomes (e.g., AMES mutagenicity, cardiotoxicity, hepatotoxicity). Dataset: herg_karim. (1) The molecule is Cc1cccnc1CN1CCC2(CC1)C(=O)N(c1ccc(N3CCC3=O)cc1)C(=O)N2c1cc(=O)[nH]cn1. The result is 0 (non-blocker). (2) The molecule is COc1cc2c(cc1O)CCC1C2CC[C@@]2(C)C1CC[C@@H]2O. The result is 0 (non-blocker). (3) The drug is Cc1nc(C(=O)NCCN2CCN(c3cccc(Cl)c3Cl)CC2)c(C)n1-c1ccccc1.Cl.Cl.Cl.Cl. The result is 0 (non-blocker). (4) The result is 0 (non-blocker). The molecule is CC(C)OC[C@H](Oc1ncnc2c1cnn2-c1ccccc1Cl)C(=O)Nc1ccccn1. (5) The molecule is CNC(=O)c1ncn2c1COc1c(CCN3CCN(c4cccc5nc(C)ccc45)CC3)cccc1-2. The result is 1 (blocker). (6) The molecule is Cc1cnc(-c2ccc3c(c2)CCN(CCCSc2nnc(-c4cc5ccccc5[nH]4)n2C)CC3)o1. The result is 1 (blocker).